Dataset: Full USPTO retrosynthesis dataset with 1.9M reactions from patents (1976-2016). Task: Predict the reactants needed to synthesize the given product. (1) Given the product [Cl:1][C:2]1[CH:3]=[CH:4][C:5]([CH2:6][N:7]2[C:15]3[C:10](=[CH:11][CH:12]=[CH:13][CH:14]=3)[C:9]([C:16]([C:18]3[NH:19][C:20]([S:29]([C:32]4[CH:33]=[CH:34][C:35]([CH3:38])=[CH:36][CH:37]=4)(=[O:30])=[O:31])=[C:21]([C:23]4[CH:28]=[CH:27][CH:26]=[CH:25][N:24]=4)[N:22]=3)=[O:17])=[CH:8]2)=[CH:47][CH:48]=1, predict the reactants needed to synthesize it. The reactants are: [Cl:1][C:2]1[CH:48]=[CH:47][C:5]([CH2:6][N:7]2[C:15]3[C:10](=[CH:11][CH:12]=[CH:13][CH:14]=3)[C:9]([C:16]([C:18]3[N:19](COCC[Si](C)(C)C)[C:20]([S:29]([C:32]4[CH:37]=[CH:36][C:35]([CH3:38])=[CH:34][CH:33]=4)(=[O:31])=[O:30])=[C:21]([C:23]4[CH:28]=[CH:27][CH:26]=[CH:25][N:24]=4)[N:22]=3)=[O:17])=[CH:8]2)=[CH:4][CH:3]=1.Cl. (2) The reactants are: [F:1][C:2]1[CH:11]=[C:10]([C:12]2[N:17]=[C:16]3[N:18]([CH2:21][C:22]4[CH:23]=[C:24]5[C:29](=[CH:30][CH:31]=4)[N:28]=[CH:27][CH:26]=[CH:25]5)[N:19]=[N:20][C:15]3=[CH:14][CH:13]=2)[CH:9]=[CH:8][C:3]=1C(NC)=O.FC1C=C(B2OC(C)(C)C(C)(C)O2)C=CC=1[O:35][CH2:36][CH2:37][CH2:38][N:39]([CH3:41])[CH3:40].C(=O)([O-])[O-].[K+].[K+].O1CCOCC1. Given the product [F:1][C:2]1[CH:11]=[C:10]([C:12]2[N:17]=[C:16]3[N:18]([CH2:21][C:22]4[CH:23]=[C:24]5[C:29](=[CH:30][CH:31]=4)[N:28]=[CH:27][CH:26]=[CH:25]5)[N:19]=[N:20][C:15]3=[CH:14][CH:13]=2)[CH:9]=[CH:8][C:3]=1[O:35][CH2:36][CH2:37][CH2:38][N:39]([CH3:41])[CH3:40], predict the reactants needed to synthesize it. (3) The reactants are: Cl[C:2]1[CH:11]=[CH:10][CH:9]=[CH:8][C:3]=1[CH2:4][CH2:5][CH:6]=[O:7].[O:12]=[C:13]([C:20]1[CH:25]=[CH:24][C:23]([Br:26])=[CH:22][CH:21]=1)/[CH:14]=[CH:15]/[C:16]([O:18][CH3:19])=[O:17]. Given the product [CH2:4]([C@H:5]1[C@@H:15]([C:16]([O:18][CH3:19])=[O:17])[CH:14]=[C:13]([C:20]2[CH:21]=[CH:22][C:23]([Br:26])=[CH:24][CH:25]=2)[O:12][C:6]1=[O:7])[C:3]1[CH:8]=[CH:9][CH:10]=[CH:11][CH:2]=1, predict the reactants needed to synthesize it. (4) Given the product [O:10]1[C:9]2([CH2:8][CH2:7][CH:6]([C:4](=[O:5])[CH2:17][CH3:18])[CH2:15][CH2:14]2)[O:13][CH2:12][CH2:11]1, predict the reactants needed to synthesize it. The reactants are: CON(C)[C:4]([CH:6]1[CH2:15][CH2:14][C:9]2([O:13][CH2:12][CH2:11][O:10]2)[CH2:8][CH2:7]1)=[O:5].[CH3:17][CH2:18][Mg+].[Br-].O. (5) Given the product [CH2:30]([N:37]1[CH2:42][C:41]([CH3:44])([CH3:43])[CH2:40][C@@H:39]([O:45][C:46]2[C:58]([CH:7]3[CH2:2][CH2:1]3)=[CH:57][C:49]([C:50]([O:52][C:53]([CH3:56])([CH3:55])[CH3:54])=[O:51])=[C:48]([F:60])[CH:47]=2)[CH2:38]1)[C:31]1[CH:36]=[CH:35][CH:34]=[CH:33][CH:32]=1, predict the reactants needed to synthesize it. The reactants are: [CH2:1](N1CCC[C@@H](OC2C(Cl)=CC(C(OC(C)(C)C)=O)=C(F)C=2)C1)[C:2]1[CH:7]=CC=CC=1.[CH2:30]([N:37]1[CH2:42][C:41]([CH3:44])([CH3:43])[CH2:40][C@@H:39]([O:45][C:46]2[C:58](Cl)=[CH:57][C:49]([C:50]([O:52][C:53]([CH3:56])([CH3:55])[CH3:54])=[O:51])=[C:48]([F:60])[CH:47]=2)[CH2:38]1)[C:31]1[CH:36]=[CH:35][CH:34]=[CH:33][CH:32]=1. (6) Given the product [S:25]1[C:29]2[CH:30]=[CH:31][CH:32]=[CH:33][C:28]=2[N:27]=[C:26]1[NH:34][CH2:35][CH2:36][NH:37][C:2]1[C:3]2[N:4]([C:13](=[O:16])[NH:14][N:15]=2)[C:5]2[C:10]([N:11]=1)=[CH:9][CH:8]=[C:7]([Cl:12])[CH:6]=2, predict the reactants needed to synthesize it. The reactants are: Cl[C:2]1[C:3]2[N:4]([C:13]([O:16]C)=[N:14][N:15]=2)[C:5]2[C:10]([N:11]=1)=[CH:9][CH:8]=[C:7]([Cl:12])[CH:6]=2.C(N(CC)CC)C.[S:25]1[C:29]2[CH:30]=[CH:31][CH:32]=[CH:33][C:28]=2[N:27]=[C:26]1[NH:34][CH2:35][CH2:36][NH2:37]. (7) The reactants are: [CH2:1]([O:8][C:9]1[N:14]=[N:13][C:12]([CH2:15][CH2:16][C:17]2[CH:22]=[CH:21][C:20]([CH2:23][CH2:24]OS(C)(=O)=O)=[CH:19][CH:18]=2)=[CH:11][CH:10]=1)[C:2]1[CH:7]=[CH:6][CH:5]=[CH:4][CH:3]=1.[CH3:30][C:31]1([OH:37])[CH2:36][CH2:35][NH:34][CH2:33][CH2:32]1.[I-].[Na+].C(=O)([O-])[O-].[K+].[K+]. Given the product [CH2:1]([O:8][C:9]1[N:14]=[N:13][C:12]([CH2:15][CH2:16][C:17]2[CH:22]=[CH:21][C:20]([CH2:23][CH2:24][N:34]3[CH2:35][CH2:36][C:31]([CH3:30])([OH:37])[CH2:32][CH2:33]3)=[CH:19][CH:18]=2)=[CH:11][CH:10]=1)[C:2]1[CH:3]=[CH:4][CH:5]=[CH:6][CH:7]=1, predict the reactants needed to synthesize it. (8) Given the product [Cl:19][C:20]1[CH:21]=[CH:22][C:23]([N:26]2[C:30]([C:2]3[CH:3]=[CH:4][C:5]4[N:6]([C:8]([C:11]5[CH:16]=[CH:15][C:14]([F:17])=[CH:13][C:12]=5[F:18])=[CH:9][N:10]=4)[CH:7]=3)=[CH:29][CH:28]=[N:27]2)=[CH:24][CH:25]=1, predict the reactants needed to synthesize it. The reactants are: Br[C:2]1[CH:3]=[CH:4][C:5]2[N:6]([C:8]([C:11]3[CH:16]=[CH:15][C:14]([F:17])=[CH:13][C:12]=3[F:18])=[CH:9][N:10]=2)[CH:7]=1.[Cl:19][C:20]1[CH:25]=[CH:24][C:23]([N:26]2[C:30](B3OC(C)(C)C(C)(C)O3)=[CH:29][CH:28]=[N:27]2)=[CH:22][CH:21]=1. (9) The reactants are: C([Sn](CCCC)(CCCC)C1C=CC(CC)=CC=1)CCC.[Br:22][C:23]1[CH:24]=[CH:25][C:26]([Cl:33])=[C:27]([CH2:29][C:30](O)=O)[CH:28]=1.[C@@H]1([C:45]2[CH:50]=[CH:49][CH:48]=[C:47]([CH2:51][C:52]3[S:53][C:54](CC)=[CH:55][CH:56]=3)C=2)O[C@H](CO)[C@@H](O)[C@H](O)[C@H]1O. Given the product [Br:22][C:23]1[CH:24]=[CH:25][C:26]([Cl:33])=[C:27]([CH2:29][CH2:30][C:54]2[S:53][C:52]([C:51]3[CH:47]=[CH:48][CH:49]=[CH:50][CH:45]=3)=[CH:56][CH:55]=2)[CH:28]=1, predict the reactants needed to synthesize it. (10) Given the product [Br:17][C:18]1[C:23]2[O:30][C:27]3[NH:4][CH:3]([C:39]([O:41][C:42]([CH3:43])([CH3:44])[CH3:45])=[O:40])[CH2:2][CH:7]([CH3:6])[C:28]=3[C:22]=2[CH:21]=[C:20]([Cl:26])[CH:19]=1, predict the reactants needed to synthesize it. The reactants are: C[CH:2]1[C:7](=O)[CH2:6]C[N:4](C(OC(C)(C)C)=O)[CH2:3]1.Cl.[Br:17][C:18]1[CH:23]=[CH:22][C:21](ON)=[C:20]([Cl:26])[CH:19]=1.[C:27]([OH:30])(=O)[CH3:28].[C:39](O[C:39]([O:41][C:42]([CH3:45])([CH3:44])[CH3:43])=[O:40])([O:41][C:42]([CH3:45])([CH3:44])[CH3:43])=[O:40].